Dataset: Full USPTO retrosynthesis dataset with 1.9M reactions from patents (1976-2016). Task: Predict the reactants needed to synthesize the given product. (1) Given the product [CH3:21][C:11]1[CH:16]=[CH:15][C:14]([S:17]([N:7]2[C:6]([CH:9]=[O:10])=[CH:5][C:4]([Br:3])=[CH:8]2)(=[O:19])=[O:18])=[CH:13][CH:12]=1, predict the reactants needed to synthesize it. The reactants are: [H-].[Na+].[Br:3][C:4]1[CH:5]=[C:6]([CH:9]=[O:10])[NH:7][CH:8]=1.[C:11]1([CH3:21])[CH:16]=[CH:15][C:14]([S:17](Cl)(=[O:19])=[O:18])=[CH:13][CH:12]=1. (2) Given the product [OH:20][C:16]1[CH:15]=[C:14]([CH2:13][C:12]([NH:11][C:9]2[S:10][C:6]([C:4]([OH:5])=[O:3])=[C:7]([CH3:29])[N:8]=2)=[O:28])[CH:19]=[CH:18][CH:17]=1, predict the reactants needed to synthesize it. The reactants are: C([O:3][C:4]([C:6]1[S:10][C:9]([NH:11][C:12](=[O:28])[CH2:13][C:14]2[CH:19]=[CH:18][CH:17]=[C:16]([O:20][Si](C(C)(C)C)(C)C)[CH:15]=2)=[N:8][C:7]=1[CH3:29])=[O:5])C.O.[OH-].[Li+]. (3) Given the product [F:1][C:2]1[C:3](=[O:9])[NH:4][C:5](=[O:8])[N:6]([CH2:22][CH:23]([CH3:25])[CH3:24])[CH:7]=1, predict the reactants needed to synthesize it. The reactants are: [F:1][C:2]1[C:3](=[O:9])[NH:4][C:5](=[O:8])[NH:6][CH:7]=1.N12CCCN=C1CCCCC2.Br[CH2:22][CH:23]([CH3:25])[CH3:24]. (4) Given the product [N:1]1([CH2:5][CH2:6][C:7]([OH:9])=[O:8])[CH2:4][CH2:3][CH2:2]1, predict the reactants needed to synthesize it. The reactants are: [N:1]1([CH2:5][CH2:6][C:7]([O:9]CC)=[O:8])[CH2:4][CH2:3][CH2:2]1.[Li+].[OH-].Cl. (5) The reactants are: C([O:3][C:4]([CH2:6][S:7][C:8]1[CH:16]=[CH:15][C:11]([C:12]([OH:14])=O)=[CH:10][CH:9]=1)=[O:5])C.[C:17]([O:21][C:22](=[O:28])[NH:23][CH2:24][CH2:25][NH:26][CH3:27])([CH3:20])([CH3:19])[CH3:18]. Given the product [C:17]([O:21][C:22]([NH:23][CH2:24][CH2:25][N:26]([CH3:27])[C:12]([C:11]1[CH:10]=[CH:9][C:8]([S:7][CH2:6][C:4]([OH:3])=[O:5])=[CH:16][CH:15]=1)=[O:14])=[O:28])([CH3:20])([CH3:19])[CH3:18], predict the reactants needed to synthesize it.